This data is from Full USPTO retrosynthesis dataset with 1.9M reactions from patents (1976-2016). The task is: Predict the reactants needed to synthesize the given product. (1) Given the product [CH2:1]([N:8]1[CH2:9][CH:10]=[C:11]([CH2:14][O:15][C:19]2[C:24]([Br:25])=[CH:23][CH:22]=[CH:21][N:20]=2)[CH2:12][CH2:13]1)[C:2]1[CH:7]=[CH:6][CH:5]=[CH:4][CH:3]=1, predict the reactants needed to synthesize it. The reactants are: [CH2:1]([N:8]1[CH2:13][CH:12]=[C:11]([CH2:14][OH:15])[CH2:10][CH2:9]1)[C:2]1[CH:7]=[CH:6][CH:5]=[CH:4][CH:3]=1.[H-].[Na+].Cl[C:19]1[C:24]([Br:25])=[CH:23][CH:22]=[CH:21][N:20]=1. (2) Given the product [C:22]([Si:19]([CH3:21])([CH3:20])[O:18][C:14]1[CH:13]=[C:12]([CH:17]=[CH:16][CH:15]=1)[CH2:11][NH:10][C:8](=[O:9])[C:7]1[CH:26]=[CH:27][C:4]([C:3]([OH:29])=[O:2])=[C:5]([Cl:28])[CH:6]=1)([CH3:25])([CH3:24])[CH3:23], predict the reactants needed to synthesize it. The reactants are: C[O:2][C:3](=[O:29])[C:4]1[CH:27]=[CH:26][C:7]([C:8]([NH:10][CH2:11][C:12]2[CH:17]=[CH:16][CH:15]=[C:14]([O:18][Si:19]([C:22]([CH3:25])([CH3:24])[CH3:23])([CH3:21])[CH3:20])[CH:13]=2)=[O:9])=[CH:6][C:5]=1[Cl:28].[OH-].C[Sn+](C)C. (3) Given the product [Cl:27][C:6]1[N:5]2[N:4]=[C:3]([C:2]([F:24])([F:23])[F:1])[N:11]=[C:10]2[CH:9]=[C:8]([C:12]2[CH:17]=[CH:16][C:15]([C:18]([F:21])([F:20])[F:19])=[CH:14][CH:13]=2)[N:7]=1, predict the reactants needed to synthesize it. The reactants are: [F:1][C:2]([F:24])([F:23])[C:3]1[N:11]=[C:10]2[N:5]([C:6](O)=[N:7][C:8]([C:12]3[CH:17]=[CH:16][C:15]([C:18]([F:21])([F:20])[F:19])=[CH:14][CH:13]=3)=[CH:9]2)[N:4]=1.P(Cl)(Cl)([Cl:27])=O. (4) The reactants are: [CH2:1]([O:3][C:4](=[O:19])[C:5]([C:10]([C:12]1[C:17](F)=[CH:16][CH:15]=[CH:14][N:13]=1)=[O:11])=[CH:6][N:7]([CH3:9])C)[CH3:2].C(OC(C1C(=O)C2C(=CC=CN=2)N(CC2[CH:42]=[CH:41][CH:40]=[CH:39][C:38]=2[C:43]2[CH:48]=[CH:47][CH:46]=[CH:45][CH:44]=2)C=1)=O)C. Given the product [CH2:1]([O:3][C:4]([C:5]1[C:10](=[O:11])[C:12]2[C:17](=[CH:16][CH:15]=[CH:14][N:13]=2)[N:7]([CH2:9][C:38]2([C:43]3[CH:44]=[CH:45][CH:46]=[CH:47][CH:48]=3)[CH2:39][CH2:40][CH2:41][CH2:42]2)[CH:6]=1)=[O:19])[CH3:2], predict the reactants needed to synthesize it.